Dataset: Catalyst prediction with 721,799 reactions and 888 catalyst types from USPTO. Task: Predict which catalyst facilitates the given reaction. (1) The catalyst class is: 5. Product: [C:1]([O-:3])(=[O:2])[CH3:7].[NH4+:10].[CH:7]([O-:9])=[O:8].[NH4+:10]. Reactant: [CH:1]([OH:3])=[O:2].CO.O.[CH:7]([O-:9])=[O:8].[NH4+:10]. (2) Reactant: [CH2:1](Cl)[CH:2]([CH3:4])[CH3:3].[CH2:6]([N:13]1[CH:18]2[CH2:19][CH2:20][CH:14]1[CH2:15][CH:16]([NH2:21])[CH2:17]2)[C:7]1[CH:12]=[CH:11][CH:10]=[CH:9][CH:8]=1.C(=O)([O-])[O-:23].[K+].[K+]. Product: [CH2:6]([N:13]1[CH:14]2[CH2:20][CH2:19][CH:18]1[CH2:17][CH:16]([NH:21][C:1](=[O:23])[CH:2]([CH3:4])[CH3:3])[CH2:15]2)[C:7]1[CH:8]=[CH:9][CH:10]=[CH:11][CH:12]=1. The catalyst class is: 46. (3) Reactant: [Cl:1][C:2]1[CH:9]=[C:8]([OH:10])[CH:7]=[CH:6][C:3]=1[C:4]#[N:5].C(N(CC)CC)C.[C:18](Cl)(=[O:20])[CH3:19].[Al+3].[Cl-].[Cl-].[Cl-]. Product: [C:18]([C:7]1[C:8]([OH:10])=[CH:9][C:2]([Cl:1])=[C:3]([CH:6]=1)[C:4]#[N:5])(=[O:20])[CH3:19]. The catalyst class is: 4. (4) Reactant: [N+:1]([C:4]1[CH:9]=[CH:8][C:7]([CH2:10][CH2:11][CH2:12][C:13]([OH:15])=O)=[CH:6][CH:5]=1)([O-:3])=[O:2].[NH:16]1[CH2:21][CH2:20][O:19][CH2:18][CH2:17]1.C(=O)(O)[O-].[Na+]. Product: [N:16]1([C:13](=[O:15])[CH2:12][CH2:11][CH2:10][C:7]2[CH:6]=[CH:5][C:4]([N+:1]([O-:3])=[O:2])=[CH:9][CH:8]=2)[CH2:21][CH2:20][O:19][CH2:18][CH2:17]1. The catalyst class is: 7.